Dataset: NCI-60 drug combinations with 297,098 pairs across 59 cell lines. Task: Regression. Given two drug SMILES strings and cell line genomic features, predict the synergy score measuring deviation from expected non-interaction effect. (1) Drug 1: CC1=C(C=C(C=C1)C(=O)NC2=CC(=CC(=C2)C(F)(F)F)N3C=C(N=C3)C)NC4=NC=CC(=N4)C5=CN=CC=C5. Drug 2: CC1=C(C(=O)C2=C(C1=O)N3CC4C(C3(C2COC(=O)N)OC)N4)N. Cell line: 786-0. Synergy scores: CSS=38.0, Synergy_ZIP=-2.50, Synergy_Bliss=1.84, Synergy_Loewe=-14.3, Synergy_HSA=2.23. (2) Drug 1: CC=C1C(=O)NC(C(=O)OC2CC(=O)NC(C(=O)NC(CSSCCC=C2)C(=O)N1)C(C)C)C(C)C. Drug 2: C(=O)(N)NO. Cell line: MCF7. Synergy scores: CSS=18.8, Synergy_ZIP=0.395, Synergy_Bliss=1.87, Synergy_Loewe=-45.8, Synergy_HSA=1.80. (3) Drug 1: C1=NNC2=C1C(=O)NC=N2. Drug 2: C1CNP(=O)(OC1)N(CCCl)CCCl. Cell line: HCT-15. Synergy scores: CSS=1.28, Synergy_ZIP=1.16, Synergy_Bliss=7.29, Synergy_Loewe=2.43, Synergy_HSA=2.38. (4) Drug 1: CC12CCC3C(C1CCC2=O)CC(=C)C4=CC(=O)C=CC34C. Drug 2: C1=CC(=CC=C1C#N)C(C2=CC=C(C=C2)C#N)N3C=NC=N3. Cell line: HL-60(TB). Synergy scores: CSS=64.7, Synergy_ZIP=0.500, Synergy_Bliss=0.345, Synergy_Loewe=0.613, Synergy_HSA=-0.775. (5) Drug 1: CN(C)N=NC1=C(NC=N1)C(=O)N. Drug 2: C1CNP(=O)(OC1)N(CCCl)CCCl. Cell line: HCC-2998. Synergy scores: CSS=2.12, Synergy_ZIP=-0.0380, Synergy_Bliss=0.903, Synergy_Loewe=-0.555, Synergy_HSA=0.244. (6) Drug 1: C1=C(C(=O)NC(=O)N1)F. Drug 2: C1CC(=O)NC(=O)C1N2C(=O)C3=CC=CC=C3C2=O. Cell line: M14. Synergy scores: CSS=38.5, Synergy_ZIP=2.08, Synergy_Bliss=2.73, Synergy_Loewe=-0.0677, Synergy_HSA=2.19.